Dataset: Forward reaction prediction with 1.9M reactions from USPTO patents (1976-2016). Task: Predict the product of the given reaction. (1) Given the reactants Br[C:2]1[C:3]2[N:4]([N:8]=[C:9]([Cl:11])[N:10]=2)[CH:5]=[CH:6][CH:7]=1.[CH3:12][O:13][C:14]1[CH:19]=[CH:18][C:17]([CH2:20][NH2:21])=[CH:16][CH:15]=1, predict the reaction product. The product is: [Cl:11][C:9]1[N:10]=[C:3]2[C:2]([NH:21][CH2:20][C:17]3[CH:18]=[CH:19][C:14]([O:13][CH3:12])=[CH:15][CH:16]=3)=[CH:7][CH:6]=[CH:5][N:4]2[N:8]=1. (2) Given the reactants C(O[C:4]([C:6]1[C:7]([OH:28])=[C:8]2[C:20]([C:21]3[CH:26]=[CH:25][C:24]([F:27])=[CH:23][CH:22]=3)=[N:19][S:18][C:9]2=[C:10]([C:12]2[CH:17]=[CH:16][CH:15]=[CH:14][CH:13]=2)[N:11]=1)=[O:5])C.[NH2:29][CH2:30][C:31]([OH:33])=[O:32], predict the reaction product. The product is: [F:27][C:24]1[CH:25]=[CH:26][C:21]([C:20]2[C:8]3[C:9](=[C:10]([C:12]4[CH:13]=[CH:14][CH:15]=[CH:16][CH:17]=4)[N:11]=[C:6]([C:4]([NH:29][CH2:30][C:31]([OH:33])=[O:32])=[O:5])[C:7]=3[OH:28])[S:18][N:19]=2)=[CH:22][CH:23]=1.